From a dataset of Catalyst prediction with 721,799 reactions and 888 catalyst types from USPTO. Predict which catalyst facilitates the given reaction. (1) Reactant: [NH2:1][C:2]1[CH:3]=[C:4]([CH:14]=[CH:15][CH:16]=1)[CH2:5][NH:6][C:7](=[O:13])[O:8][C:9]([CH3:12])([CH3:11])[CH3:10].F[C:18]1[CH:23]=[CH:22][CH:21]=[CH:20][C:19]=1[N+:24]([O-:26])=[O:25].C(=O)([O-])[O-].[K+].[K+]. Product: [N+:24]([C:19]1[CH:20]=[CH:21][CH:22]=[CH:23][C:18]=1[NH:1][C:2]1[CH:3]=[C:4]([CH:14]=[CH:15][CH:16]=1)[CH2:5][NH:6][C:7](=[O:13])[O:8][C:9]([CH3:12])([CH3:11])[CH3:10])([O-:26])=[O:25]. The catalyst class is: 13. (2) Reactant: [C:1]([O:5][C:6]([NH:8][C@H:9]([C:13]1[CH:18]=[CH:17][C:16]([N+:19]([O-])=O)=[CH:15][CH:14]=1)[C:10]([OH:12])=[O:11])=[O:7])([CH3:4])([CH3:3])[CH3:2]. Product: [NH2:19][C:16]1[CH:17]=[CH:18][C:13]([C@@H:9]([NH:8][C:6]([O:5][C:1]([CH3:4])([CH3:3])[CH3:2])=[O:7])[C:10]([OH:12])=[O:11])=[CH:14][CH:15]=1. The catalyst class is: 29. (3) Reactant: [C:1]([O:5][C@@H:6]([C:12]1[C:37]([CH3:38])=[CH:36][C:15]2[N:16]=[C:17]([C:19]3[CH:24]=[CH:23][N:22]=[C:21]([C:25]4[CH:34]=[N:33][C:32]5[NH:31][C:30](=[O:35])[CH2:29][O:28][C:27]=5[CH:26]=4)[CH:20]=3)[S:18][C:14]=2[C:13]=1[C:39]1[CH:44]=[CH:43][C:42]([Cl:45])=[CH:41][CH:40]=1)[C:7]([O:9]CC)=[O:8])([CH3:4])([CH3:3])[CH3:2].[OH-].[Na+]. Product: [C:1]([O:5][C@@H:6]([C:12]1[C:37]([CH3:38])=[CH:36][C:15]2[N:16]=[C:17]([C:19]3[CH:24]=[CH:23][N:22]=[C:21]([C:25]4[CH:34]=[N:33][C:32]5[NH:31][C:30](=[O:35])[CH2:29][O:28][C:27]=5[CH:26]=4)[CH:20]=3)[S:18][C:14]=2[C:13]=1[C:39]1[CH:40]=[CH:41][C:42]([Cl:45])=[CH:43][CH:44]=1)[C:7]([OH:9])=[O:8])([CH3:4])([CH3:2])[CH3:3]. The catalyst class is: 36. (4) Reactant: Cl[S:2]([C:5]1[CH:6]=[C:7]2[C:11](=[CH:12][CH:13]=1)[CH2:10][N:9]([C:14]([O:16][C:17]([CH3:20])([CH3:19])[CH3:18])=[O:15])[CH2:8]2)(=[O:4])=[O:3].[OH-].[NH4+:22]. Product: [S:2]([C:5]1[CH:6]=[C:7]2[C:11](=[CH:12][CH:13]=1)[CH2:10][N:9]([C:14]([O:16][C:17]([CH3:20])([CH3:19])[CH3:18])=[O:15])[CH2:8]2)(=[O:4])(=[O:3])[NH2:22]. The catalyst class is: 20. (5) Reactant: [CH:1]1([C:4]2[C:5]([O:18][C@@H:19]3[CH2:24][CH2:23][CH2:22][NH:21][CH2:20]3)=[CH:6][C:7]([F:17])=[C:8]([CH:16]=2)[C:9]([NH:11][S:12]([CH3:15])(=[O:14])=[O:13])=[O:10])[CH2:3][CH2:2]1.[C:25]([OH:29])(=[O:28])[CH:26]=O.O.[Cl:31][C:32]1[CH:33]=[C:34](B(O)O)[CH:35]=[C:36]([Cl:38])[CH:37]=1. Product: [CH:1]1([C:4]2[CH:16]=[C:8]([C:9](=[O:10])[NH:11][S:12]([CH3:15])(=[O:14])=[O:13])[C:7]([F:17])=[CH:6][C:5]=2[O:18][C@@H:19]2[CH2:24][CH2:23][CH2:22][N:21]([CH:26]([C:34]3[CH:33]=[C:32]([Cl:31])[CH:37]=[C:36]([Cl:38])[CH:35]=3)[C:25]([OH:29])=[O:28])[CH2:20]2)[CH2:2][CH2:3]1. The catalyst class is: 11. (6) Reactant: [CH2:1]([O:3][C:4](=[O:38])[CH2:5][C:6]1[CH:11]=[CH:10][C:9]([O:12][CH3:13])=[C:8]([O:14][C:15]2[CH:20]=[CH:19][C:18]([N+:21]([O-])=O)=[CH:17][C:16]=2[CH2:24][N:25]([C:28]([O:30][CH2:31][C:32]2[CH:37]=[CH:36][CH:35]=[CH:34][CH:33]=2)=[O:29])[CH2:26][CH3:27])[CH:7]=1)[CH3:2].CN(C)N.C. Product: [CH2:1]([O:3][C:4](=[O:38])[CH2:5][C:6]1[CH:11]=[CH:10][C:9]([O:12][CH3:13])=[C:8]([O:14][C:15]2[CH:20]=[CH:19][C:18]([NH2:21])=[CH:17][C:16]=2[CH2:24][N:25]([C:28]([O:30][CH2:31][C:32]2[CH:37]=[CH:36][CH:35]=[CH:34][CH:33]=2)=[O:29])[CH2:26][CH3:27])[CH:7]=1)[CH3:2]. The catalyst class is: 14. (7) Reactant: [CH3:1][C:2]1[CH:10]=[CH:9][C:5]([C:6]([OH:8])=O)=[CH:4][C:3]=1[B:11]1[O:15][C:14]([CH3:17])([CH3:16])[C:13]([CH3:19])([CH3:18])[O:12]1.[I-].C(N=C=NCCC[N+](C)(C)C)C.ON1C2[N:39]=[CH:40][CH:41]=[CH:42][C:37]=2N=N1.C1(N)CCC1. Product: [CH:40]1([NH:39][C:6](=[O:8])[C:5]2[CH:9]=[CH:10][C:2]([CH3:1])=[C:3]([B:11]3[O:12][C:13]([CH3:19])([CH3:18])[C:14]([CH3:17])([CH3:16])[O:15]3)[CH:4]=2)[CH2:41][CH2:42][CH2:37]1. The catalyst class is: 146.